This data is from Forward reaction prediction with 1.9M reactions from USPTO patents (1976-2016). The task is: Predict the product of the given reaction. (1) The product is: [CH2:22]([C:25]1([NH:38][CH2:20][C:13]2[C:14]3[C:19](=[CH:18][CH:17]=[CH:16][CH:15]=3)[N:11]([S:1]([C:4]3[CH:5]=[CH:6][C:7]([CH3:8])=[CH:9][CH:10]=3)(=[O:3])=[O:2])[CH:12]=2)[CH2:30][CH2:29][N:28]([C:31]([O:33][C:34]([CH3:37])([CH3:36])[CH3:35])=[O:32])[CH2:27][CH2:26]1)[CH:23]=[CH2:24]. Given the reactants [S:1]([N:11]1[C:19]2[C:14](=[CH:15][CH:16]=[CH:17][CH:18]=2)[C:13]([CH:20]=O)=[CH:12]1)([C:4]1[CH:10]=[CH:9][C:7]([CH3:8])=[CH:6][CH:5]=1)(=[O:3])=[O:2].[CH2:22]([C:25]1([NH2:38])[CH2:30][CH2:29][N:28]([C:31]([O:33][C:34]([CH3:37])([CH3:36])[CH3:35])=[O:32])[CH2:27][CH2:26]1)[CH:23]=[CH2:24].C(O)(=O)C.[BH-](OC(C)=O)(OC(C)=O)OC(C)=O.[Na+].C([O-])(O)=O.[Na+], predict the reaction product. (2) Given the reactants [CH2:1]([C:3]1[C:11]2[C:6](=[CH:7][CH:8]=[C:9](/[CH:12]=[C:13](/[C:16](=O)[CH3:17])\[C:14]#[N:15])[CH:10]=2)[NH:5][N:4]=1)[CH3:2].[NH2:19][C:20]([C:24]([F:27])([F:26])[F:25])=[CH:21][C:22]#[N:23], predict the reaction product. The product is: [CH2:1]([C:3]1[C:11]2[C:6](=[CH:7][CH:8]=[C:9]([CH:12]3[C:21]([C:22]#[N:23])=[C:20]([C:24]([F:27])([F:26])[F:25])[NH:19][C:16]([CH3:17])=[C:13]3[C:14]#[N:15])[CH:10]=2)[NH:5][N:4]=1)[CH3:2]. (3) Given the reactants Cl[C:2]1[CH:7]=[C:6]([Cl:8])[N:5]=[C:4]([CH3:9])[N:3]=1.CC1NC(=O)CC(=O)N=1.C(OCCO)C.[NH2:25][C:26]1[CH:27]=[C:28]([OH:32])[CH:29]=[CH:30][CH:31]=1, predict the reaction product. The product is: [CH3:9][C:4]1[N:5]=[C:6]([Cl:8])[CH:7]=[C:2]([NH:25][C:26]2[CH:31]=[CH:30][CH:29]=[C:28]([OH:32])[CH:27]=2)[N:3]=1.